This data is from Forward reaction prediction with 1.9M reactions from USPTO patents (1976-2016). The task is: Predict the product of the given reaction. (1) Given the reactants [F:1][C:2]1[CH:11]=[CH:10][C:9]([O:12]C)=[C:8]2[C:3]=1[C:4](=[O:22])[C:5]([C:14]1[CH:19]=[CH:18][C:17]([O:20]C)=[CH:16][CH:15]=1)=[CH:6][NH:7]2.B(Br)(Br)Br, predict the reaction product. The product is: [F:1][C:2]1[CH:11]=[CH:10][C:9]([OH:12])=[C:8]2[C:3]=1[C:4](=[O:22])[C:5]([C:14]1[CH:19]=[CH:18][C:17]([OH:20])=[CH:16][CH:15]=1)=[CH:6][NH:7]2. (2) Given the reactants [CH:1]1([C:4]2[C:5]([O:21][C@@H:22]([CH3:27])[C:23]([F:26])([F:25])[F:24])=[CH:6][C:7]([C:10]([NH:12][CH:13]([C:17]([CH3:20])([CH3:19])[CH3:18])[C:14]([OH:16])=O)=[O:11])=[N:8][CH:9]=2)[CH2:3][CH2:2]1.Cl.[CH3:29][NH:30][CH3:31], predict the reaction product. The product is: [CH:1]1([C:4]2[C:5]([O:21][C@@H:22]([CH3:27])[C:23]([F:25])([F:26])[F:24])=[CH:6][C:7]([C:10]([NH:12][CH:13]([C:17]([CH3:19])([CH3:20])[CH3:18])[C:14]([N:30]([CH3:31])[CH3:29])=[O:16])=[O:11])=[N:8][CH:9]=2)[CH2:3][CH2:2]1. (3) Given the reactants Br[C:2]1[CH:7]=[CH:6][N:5]2[CH:8]=[C:9]([C:11]3[CH:16]=[CH:15][C:14]([O:17][CH3:18])=[CH:13][CH:12]=3)[N:10]=[C:4]2[CH:3]=1.[NH:19]1[CH2:24][CH2:23][CH2:22][CH2:21][CH2:20]1, predict the reaction product. The product is: [CH3:18][O:17][C:14]1[CH:15]=[CH:16][C:11]([C:9]2[N:10]=[C:4]3[CH:3]=[C:2]([N:19]4[CH2:24][CH2:23][CH2:22][CH2:21][CH2:20]4)[CH:7]=[CH:6][N:5]3[CH:8]=2)=[CH:12][CH:13]=1.